From a dataset of Forward reaction prediction with 1.9M reactions from USPTO patents (1976-2016). Predict the product of the given reaction. (1) Given the reactants CN(C)C=O.[CH3:6][O:7][C:8](=[O:16])[C:9]1[CH:14]=[CH:13][CH:12]=[C:11]([OH:15])[CH:10]=1.CC(C)([O-])C.[K+].Br[C:24]1[CH:29]=[CH:28][C:27]([C:30]([F:33])([F:32])[F:31])=[CH:26][N:25]=1, predict the reaction product. The product is: [CH3:6][O:7][C:8](=[O:16])[C:9]1[CH:14]=[CH:13][CH:12]=[C:11]([O:15][C:24]2[CH:29]=[CH:28][C:27]([C:30]([F:33])([F:32])[F:31])=[CH:26][N:25]=2)[CH:10]=1. (2) Given the reactants [C:1]([O:5][C:6]([N:8]1[C:12]2[CH:13]=[CH:14][C:15]([C:17]#[N:18])=[CH:16][C:11]=2[NH:10][C:9]1=[O:19])=[O:7])([CH3:4])([CH3:3])[CH3:2].[C:20]([O:24][C:25](=[O:30])[CH:26](Br)[CH2:27][CH3:28])([CH3:23])([CH3:22])[CH3:21], predict the reaction product. The product is: [C:1]([O:5][C:6]([N:8]1[C:12]2[CH:13]=[CH:14][C:15]([C:17]#[N:18])=[CH:16][C:11]=2[N:10]([CH:26]([C:25]([O:24][C:20]([CH3:23])([CH3:22])[CH3:21])=[O:30])[CH2:27][CH3:28])[C:9]1=[O:19])=[O:7])([CH3:4])([CH3:2])[CH3:3]. (3) Given the reactants [CH3:1][C:2]1[N:11]([C:12]2[CH:17]=[CH:16][CH:15]=[C:14]([N:18]3[C:22](=[O:23])[NH:21][N:20]=[N:19]3)[CH:13]=2)[C:10](=[O:24])[C:9]2[C:4](=[CH:5][CH:6]=[CH:7][CH:8]=2)[N:3]=1.[C:25]([C:27]1[CH:34]=[CH:33][C:30]([CH:31]=O)=[CH:29][CH:28]=1)#[N:26], predict the reaction product. The product is: [O:24]=[C:10]1[C:9]2[C:4](=[CH:5][CH:6]=[CH:7][CH:8]=2)[N:3]=[C:2](/[CH:1]=[CH:31]/[C:30]2[CH:33]=[CH:34][C:27]([C:25]#[N:26])=[CH:28][CH:29]=2)[N:11]1[C:12]1[CH:17]=[CH:16][CH:15]=[C:14]([N:18]2[C:22](=[O:23])[NH:21][N:20]=[N:19]2)[CH:13]=1. (4) Given the reactants CS(O[CH2:6][C:7]1[CH:16]=[C:15]2[C:10]([C:11](=[O:30])[N:12]([CH2:17][C:18]3[CH:23]=[C:22]([Cl:24])[CH:21]=[CH:20][C:19]=3[S:25]([CH2:28][CH3:29])(=[O:27])=[O:26])[CH:13]=[N:14]2)=[CH:9][C:8]=1[C:31]([F:34])([F:33])[F:32])(=O)=O.[CH3:35][N:36]([CH3:42])[C@@H:37]1[CH2:41][CH2:40][NH:39][CH2:38]1, predict the reaction product. The product is: [Cl:24][C:22]1[CH:21]=[CH:20][C:19]([S:25]([CH2:28][CH3:29])(=[O:27])=[O:26])=[C:18]([CH2:17][N:12]2[C:11](=[O:30])[C:10]3[C:15](=[CH:16][C:7]([CH2:6][N:39]4[CH2:40][CH2:41][C@@H:37]([N:36]([CH3:42])[CH3:35])[CH2:38]4)=[C:8]([C:31]([F:34])([F:32])[F:33])[CH:9]=3)[N:14]=[CH:13]2)[CH:23]=1. (5) Given the reactants [NH3:1].CO.[CH2:4]([O:6][C:7](OCC)=[CH:8][C:9](=[O:14])[C:10]([F:13])([F:12])[F:11])[CH3:5], predict the reaction product. The product is: [NH2:1]/[C:7](/[O:6][CH2:4][CH3:5])=[CH:8]\[C:9](=[O:14])[C:10]([F:13])([F:12])[F:11]. (6) Given the reactants [ClH:1].[F:2][C:3]1[C:8]([F:9])=[CH:7][CH:6]=[CH:5][C:4]=1[C:10]1[N:11]=[C:12]([N:15]2[CH2:20][CH2:19][N:18](C(OC(C)(C)C)=O)[CH2:17][CH2:16]2)[S:13][CH:14]=1.CCCCCC, predict the reaction product. The product is: [ClH:1].[F:2][C:3]1[C:8]([F:9])=[CH:7][CH:6]=[CH:5][C:4]=1[C:10]1[N:11]=[C:12]([N:15]2[CH2:20][CH2:19][NH:18][CH2:17][CH2:16]2)[S:13][CH:14]=1. (7) Given the reactants Cl[C:2]1[CH:7]=[CH:6][C:5]([N+:8]([O-:10])=[O:9])=[CH:4][CH:3]=1.[CH3:11][C:12]1[CH:17]=[CH:16][CH:15]=[CH:14][C:13]=1B(O)O.[F-].[K+], predict the reaction product. The product is: [CH3:11][C:12]1[CH:17]=[CH:16][CH:15]=[CH:14][C:13]=1[C:2]1[CH:7]=[CH:6][C:5]([N+:8]([O-:10])=[O:9])=[CH:4][CH:3]=1. (8) Given the reactants [CH2:1]=[C:2]1[O:5][C:4](=[O:6])[CH2:3]1.[NH2:7][C:8]1[CH:9]=[C:10]2[C:14](=[CH:15][CH:16]=1)[C:13]1([C:20](=[O:21])[N:19]([CH2:22][C:23]([N:25]([CH2:31][C:32]3[CH:37]=[CH:36][CH:35]=[CH:34][CH:33]=3)[C@H:26]([CH:28]3[CH2:30][CH2:29]3)[CH3:27])=[O:24])[C:18](=[O:38])[NH:17]1)[CH2:12][CH2:11]2, predict the reaction product. The product is: [CH2:31]([N:25]([CH:26]([CH:28]1[CH2:30][CH2:29]1)[CH3:27])[C:23](=[O:24])[CH2:22][N:19]1[C:20](=[O:21])[C@:13]2([C:14]3[C:10](=[CH:9][C:8]([NH:7][C:4](=[O:6])[CH2:3][C:2](=[O:5])[CH3:1])=[CH:16][CH:15]=3)[CH2:11][CH2:12]2)[NH:17][C:18]1=[O:38])[C:32]1[CH:37]=[CH:36][CH:35]=[CH:34][CH:33]=1. (9) Given the reactants Cl[CH2:2][C:3]([NH:5][C:6]1[CH:7]=[CH:8][C:9]2[O:14][CH2:13][C:12](=[O:15])[NH:11][C:10]=2[CH:16]=1)=[O:4].[CH2:17]([CH:24]1[CH2:29][CH2:28][NH:27][CH2:26][CH2:25]1)[C:18]1[CH:23]=[CH:22][CH:21]=[CH:20][CH:19]=1, predict the reaction product. The product is: [CH2:17]([CH:24]1[CH2:29][CH2:28][N:27]([CH2:2][C:3]([NH:5][C:6]2[CH:7]=[CH:8][C:9]3[O:14][CH2:13][C:12](=[O:15])[NH:11][C:10]=3[CH:16]=2)=[O:4])[CH2:26][CH2:25]1)[C:18]1[CH:23]=[CH:22][CH:21]=[CH:20][CH:19]=1.